This data is from Reaction yield outcomes from USPTO patents with 853,638 reactions. The task is: Predict the reaction yield, written as a fraction of the theoretical maximum amount of product (1.0 means a 100% yield; for example, 0.34 means a 34% yield). (1) The reactants are Cl.[NH2:2][CH2:3][CH2:4][NH:5][C:6]([C:8]1[C:9]([C:19]([F:22])([F:21])[F:20])=[N:10][N:11]([C:13]2[CH:18]=[CH:17][CH:16]=[CH:15][CH:14]=2)[CH:12]=1)=[O:7].[CH3:23][O:24][C:25]1[CH:33]=[CH:32][C:28]([C:29](O)=[O:30])=[CH:27][N:26]=1.CN(C(ON1N=NC2C=CC=NC1=2)=[N+](C)C)C.F[P-](F)(F)(F)(F)F.CCN(C(C)C)C(C)C. The catalyst is C1COCC1.O. The product is [CH3:23][O:24][C:25]1[CH:33]=[CH:32][C:28]([C:29]([NH:2][CH2:3][CH2:4][NH:5][C:6]([C:8]2[C:9]([C:19]([F:21])([F:22])[F:20])=[N:10][N:11]([C:13]3[CH:18]=[CH:17][CH:16]=[CH:15][CH:14]=3)[CH:12]=2)=[O:7])=[O:30])=[CH:27][N:26]=1. The yield is 0.600. (2) The reactants are [CH3:1][C:2]1([CH3:14])[C:6]([CH3:8])([CH3:7])[O:5][B:4]([C:9]2[CH:10]=[N:11][NH:12][CH:13]=2)[O:3]1.C(=O)([O-])[O-].[Cs+].[Cs+].CN(C)C=O.[CH2:26](Br)[CH:27]=[CH2:28]. The catalyst is C(OCC)(=O)C. The product is [CH2:28]([N:12]1[CH:13]=[C:9]([B:4]2[O:5][C:6]([CH3:7])([CH3:8])[C:2]([CH3:14])([CH3:1])[O:3]2)[CH:10]=[N:11]1)[CH:27]=[CH2:26]. The yield is 0.390. (3) The reactants are [Br:1][C:2]1[CH:11]=[CH:10][C:5]2[N:6]=[C:7](Cl)[S:8][C:4]=2[CH:3]=1.CCN(CC)CC.[CH:19]1([N:22]2[CH2:27][CH2:26][NH:25][CH2:24][CH2:23]2)[CH2:21][CH2:20]1. The catalyst is CCO. The product is [Br:1][C:2]1[CH:11]=[CH:10][C:5]2[N:6]=[C:7]([N:25]3[CH2:26][CH2:27][N:22]([CH:19]4[CH2:21][CH2:20]4)[CH2:23][CH2:24]3)[S:8][C:4]=2[CH:3]=1. The yield is 0.310. (4) The reactants are [C:1]([C:5]1[CH:10]=[C:9]([C:11]2[CH:16]=[CH:15][CH:14]=[CH:13][C:12]=2[O:17][CH2:18][CH3:19])[C:8]([N+:20]([O-])=O)=[CH:7][C:6]=1[OH:23])([CH3:4])([CH3:3])[CH3:2]. The catalyst is CO.[Ni]. The product is [C:1]([C:5]1[CH:10]=[C:9]([C:11]2[CH:16]=[CH:15][CH:14]=[CH:13][C:12]=2[O:17][CH2:18][CH3:19])[C:8]([NH2:20])=[CH:7][C:6]=1[OH:23])([CH3:3])([CH3:2])[CH3:4]. The yield is 0.920. (5) The reactants are [N+:1]([C:4]1[CH:5]=[C:6]([OH:14])[CH:7]=[C:8]([C:10]([F:13])([F:12])[F:11])[CH:9]=1)([O-])=O.[H][H]. The catalyst is CO.[Ni]. The product is [NH2:1][C:4]1[CH:5]=[C:6]([OH:14])[CH:7]=[C:8]([C:10]([F:11])([F:12])[F:13])[CH:9]=1. The yield is 0.980. (6) The reactants are C([N:8]1[CH2:12][CH2:11][C@H:10]([O:13][C:14]2[CH:26]=[CH:25][C:24]3[C:23]4[C:18](=[CH:19][CH:20]=[CH:21][CH:22]=4)[C:17](=[O:27])[C:16]=3[CH:15]=2)[CH2:9]1)(OC(C)(C)C)=O.O.[C:29]1([CH3:39])[CH:34]=[CH:33][C:32]([S:35]([OH:38])(=[O:37])=[O:36])=[CH:31][CH:30]=1. The catalyst is CCOC(C)=O. The product is [C:29]1([CH3:39])[CH:30]=[CH:31][C:32]([S:35]([OH:38])(=[O:36])=[O:37])=[CH:33][CH:34]=1.[NH:8]1[CH2:12][CH2:11][C@H:10]([O:13][C:14]2[CH:26]=[CH:25][C:24]3[C:23]4[C:18](=[CH:19][CH:20]=[CH:21][CH:22]=4)[C:17](=[O:27])[C:16]=3[CH:15]=2)[CH2:9]1. The yield is 0.880.